This data is from Forward reaction prediction with 1.9M reactions from USPTO patents (1976-2016). The task is: Predict the product of the given reaction. (1) Given the reactants [N:1]1[CH:6]=[CH:5][CH:4]=[C:3]([S:7]([NH2:10])(=[O:9])=[O:8])[CH:2]=1.[H-].[Na+].[C:13](=O)([O:39]C1C=CC=CC=1)[O:14][CH2:15][CH2:16][C:17]1[CH:22]=[CH:21][C:20]([N:23]2[C:27]3[CH:28]=[C:29]([Cl:36])[C:30]([C:32]([F:35])([F:34])[F:33])=[CH:31][C:26]=3[N:25]=[C:24]2[CH2:37][CH3:38])=[CH:19][CH:18]=1, predict the reaction product. The product is: [N:1]1[CH:6]=[CH:5][CH:4]=[C:3]([S:7]([NH:10][C:13](=[O:39])[O:14][CH2:15][CH2:16][C:17]2[CH:18]=[CH:19][C:20]([N:23]3[C:27]4[CH:28]=[C:29]([Cl:36])[C:30]([C:32]([F:33])([F:35])[F:34])=[CH:31][C:26]=4[N:25]=[C:24]3[CH2:37][CH3:38])=[CH:21][CH:22]=2)(=[O:9])=[O:8])[CH:2]=1. (2) The product is: [CH2:20]([O:19][C:17]([NH:10][CH2:9][CH2:8][C:3]1[CH:4]=[CH:5][CH:6]=[CH:7][C:2]=1[OH:1])=[O:18])[C:21]1[CH:26]=[CH:25][CH:24]=[CH:23][CH:22]=1. Given the reactants [OH:1][C:2]1[CH:7]=[CH:6][CH:5]=[CH:4][C:3]=1[CH2:8][CH2:9][NH2:10].C(=O)(O)[O-].[Na+].Cl[C:17]([O:19][CH2:20][C:21]1[CH:26]=[CH:25][CH:24]=[CH:23][CH:22]=1)=[O:18], predict the reaction product. (3) Given the reactants C(OC([N:6]1[C:34]2[C:29](=[CH:30][CH:31]=[C:32]([Cl:35])[CH:33]=2)[C:8]2([CH:13]([C:14]3[CH:19]=[CH:18][CH:17]=[C:16]([Cl:20])[CH:15]=3)[CH2:12][C:11](=[O:21])[NH:10][CH:9]2[C:22]2[CH:27]=[CH:26][CH:25]=[CH:24][C:23]=2[Br:28])[C:7]1=[O:36])=O)C.[OH-].[Na+].CO, predict the reaction product. The product is: [Br:28][C:23]1[CH:24]=[CH:25][CH:26]=[CH:27][C:22]=1[CH:9]1[C:8]2([C:29]3[C:34](=[CH:33][C:32]([Cl:35])=[CH:31][CH:30]=3)[NH:6][C:7]2=[O:36])[CH:13]([C:14]2[CH:19]=[CH:18][CH:17]=[C:16]([Cl:20])[CH:15]=2)[CH2:12][C:11](=[O:21])[NH:10]1. (4) Given the reactants [C:1]1([CH:7]([C:31]2[CH:36]=[CH:35][CH:34]=[CH:33][CH:32]=2)[C:8]2[CH:9]=[CH:10][C:11](=[O:30])[N:12]([CH2:14][CH2:15][CH2:16][C:17]3[CH:18]=[C:19]([CH:27]=[CH:28][CH:29]=3)[O:20][CH2:21][CH2:22][C:23]([O:25]C)=[O:24])[CH:13]=2)[CH:6]=[CH:5][CH:4]=[CH:3][CH:2]=1.[OH-].[Na+].Cl, predict the reaction product. The product is: [C:1]1([CH:7]([C:31]2[CH:36]=[CH:35][CH:34]=[CH:33][CH:32]=2)[C:8]2[CH:9]=[CH:10][C:11](=[O:30])[N:12]([CH2:14][CH2:15][CH2:16][C:17]3[CH:18]=[C:19]([CH:27]=[CH:28][CH:29]=3)[O:20][CH2:21][CH2:22][C:23]([OH:25])=[O:24])[CH:13]=2)[CH:2]=[CH:3][CH:4]=[CH:5][CH:6]=1. (5) Given the reactants ClC1C(C(O)=O)=CC(C)=C2C=1C=CN2.[CH3:15][C:16]1[C:24]([C:25]([O:27]C)=[O:26])=[CH:23][CH:22]=[C:21]2[C:17]=1[CH:18]=[CH:19][NH:20]2, predict the reaction product. The product is: [CH3:15][C:16]1[C:24]([C:25]([OH:27])=[O:26])=[CH:23][CH:22]=[C:21]2[C:17]=1[CH:18]=[CH:19][NH:20]2. (6) Given the reactants [C:1]([C:3]1[CH:4]=[C:5]2[C:10](=[CH:11][C:12]=1F)[O:9][CH2:8][CH2:7][C:6]2([CH3:18])[C:14]([O:16][CH3:17])=[O:15])#[N:2].C([O-])([O-])=O.[K+].[K+].[Cl:25][C:26]1[CH:43]=[CH:42][C:29]([CH2:30][CH2:31][NH:32][C:33](=[O:41])[C:34]2[CH:39]=[CH:38][C:37]([OH:40])=[CH:36][CH:35]=2)=[CH:28][CH:27]=1, predict the reaction product. The product is: [Cl:25][C:26]1[CH:27]=[CH:28][C:29]([CH2:30][CH2:31][NH:32][C:33]([C:34]2[CH:39]=[CH:38][C:37]([O:40][C:12]3[CH:11]=[C:10]4[C:5]([C:6]([CH3:18])([C:14]([O:16][CH3:17])=[O:15])[CH2:7][CH2:8][O:9]4)=[CH:4][C:3]=3[C:1]#[N:2])=[CH:36][CH:35]=2)=[O:41])=[CH:42][CH:43]=1. (7) Given the reactants [CH:1]([C:4]1[CH:9]=[CH:8][C:7]([S:10]([C:13]2[CH:18]=[CH:17][CH:16]=[CH:15][CH:14]=2)(=[O:12])=[O:11])=[CH:6][C:5]=1[S:19](Cl)(=[O:21])=[O:20])([CH3:3])[CH3:2].Cl.[NH2:24][CH:25]1[CH2:30][CH2:29][N:28]([C:31]([C:33]2[CH:34]=[C:35]([CH:38]=[CH:39][CH:40]=2)[C:36]#[N:37])=[O:32])[CH2:27][CH2:26]1.C(N(C(C)C)CC)(C)C, predict the reaction product. The product is: [C:36]([C:35]1[CH:34]=[C:33]([CH:40]=[CH:39][CH:38]=1)[C:31]([N:28]1[CH2:27][CH2:26][CH:25]([NH:24][S:19]([C:5]2[CH:6]=[C:7]([S:10]([C:13]3[CH:18]=[CH:17][CH:16]=[CH:15][CH:14]=3)(=[O:12])=[O:11])[CH:8]=[CH:9][C:4]=2[CH:1]([CH3:3])[CH3:2])(=[O:21])=[O:20])[CH2:30][CH2:29]1)=[O:32])#[N:37].